From a dataset of NCI-60 drug combinations with 297,098 pairs across 59 cell lines. Regression. Given two drug SMILES strings and cell line genomic features, predict the synergy score measuring deviation from expected non-interaction effect. (1) Drug 1: CC1=C2C(C(=O)C3(C(CC4C(C3C(C(C2(C)C)(CC1OC(=O)C(C(C5=CC=CC=C5)NC(=O)C6=CC=CC=C6)O)O)OC(=O)C7=CC=CC=C7)(CO4)OC(=O)C)O)C)OC(=O)C. Drug 2: C1=NC(=NC(=O)N1C2C(C(C(O2)CO)O)O)N. Cell line: HCT-15. Synergy scores: CSS=7.00, Synergy_ZIP=-6.98, Synergy_Bliss=-2.88, Synergy_Loewe=-4.59, Synergy_HSA=-1.66. (2) Drug 1: C1CCC(C1)C(CC#N)N2C=C(C=N2)C3=C4C=CNC4=NC=N3. Drug 2: CCC(=C(C1=CC=CC=C1)C2=CC=C(C=C2)OCCN(C)C)C3=CC=CC=C3.C(C(=O)O)C(CC(=O)O)(C(=O)O)O. Cell line: UO-31. Synergy scores: CSS=21.6, Synergy_ZIP=-6.41, Synergy_Bliss=0.981, Synergy_Loewe=3.71, Synergy_HSA=4.38. (3) Drug 1: C1CN1P(=S)(N2CC2)N3CC3. Drug 2: CC1=C(C=C(C=C1)C(=O)NC2=CC(=CC(=C2)C(F)(F)F)N3C=C(N=C3)C)NC4=NC=CC(=N4)C5=CN=CC=C5. Cell line: ACHN. Synergy scores: CSS=15.1, Synergy_ZIP=-1.05, Synergy_Bliss=1.89, Synergy_Loewe=-5.65, Synergy_HSA=0.0687. (4) Drug 1: CN1C2=C(C=C(C=C2)N(CCCl)CCCl)N=C1CCCC(=O)O.Cl. Drug 2: C1=NNC2=C1C(=O)NC=N2. Cell line: UACC62. Synergy scores: CSS=4.01, Synergy_ZIP=-3.09, Synergy_Bliss=-5.09, Synergy_Loewe=-0.566, Synergy_HSA=-2.81. (5) Cell line: CAKI-1. Synergy scores: CSS=35.0, Synergy_ZIP=-2.13, Synergy_Bliss=0.583, Synergy_Loewe=-7.97, Synergy_HSA=2.91. Drug 1: CC12CCC3C(C1CCC2=O)CC(=C)C4=CC(=O)C=CC34C. Drug 2: C1=CC=C(C=C1)NC(=O)CCCCCCC(=O)NO. (6) Drug 1: CC1=C(C(=CC=C1)Cl)NC(=O)C2=CN=C(S2)NC3=CC(=NC(=N3)C)N4CCN(CC4)CCO. Drug 2: CC12CCC3C(C1CCC2OP(=O)(O)O)CCC4=C3C=CC(=C4)OC(=O)N(CCCl)CCCl.[Na+]. Cell line: SK-OV-3. Synergy scores: CSS=14.5, Synergy_ZIP=-3.08, Synergy_Bliss=-0.671, Synergy_Loewe=-26.9, Synergy_HSA=-1.76. (7) Drug 1: C1CN1C2=NC(=NC(=N2)N3CC3)N4CC4. Drug 2: C1CN(CCN1C(=O)CCBr)C(=O)CCBr. Cell line: UO-31. Synergy scores: CSS=21.4, Synergy_ZIP=-11.3, Synergy_Bliss=-3.88, Synergy_Loewe=-2.45, Synergy_HSA=-0.250. (8) Drug 1: CC1CCC2CC(C(=CC=CC=CC(CC(C(=O)C(C(C(=CC(C(=O)CC(OC(=O)C3CCCCN3C(=O)C(=O)C1(O2)O)C(C)CC4CCC(C(C4)OC)OCCO)C)C)O)OC)C)C)C)OC. Drug 2: C(CN)CNCCSP(=O)(O)O. Cell line: NCI-H522. Synergy scores: CSS=0.327, Synergy_ZIP=-1.92, Synergy_Bliss=-4.24, Synergy_Loewe=-13.3, Synergy_HSA=-4.94. (9) Drug 1: CC1=C(C=C(C=C1)C(=O)NC2=CC(=CC(=C2)C(F)(F)F)N3C=C(N=C3)C)NC4=NC=CC(=N4)C5=CN=CC=C5. Drug 2: CC1=C2C(C(=O)C3(C(CC4C(C3C(C(C2(C)C)(CC1OC(=O)C(C(C5=CC=CC=C5)NC(=O)OC(C)(C)C)O)O)OC(=O)C6=CC=CC=C6)(CO4)OC(=O)C)O)C)O. Cell line: HS 578T. Synergy scores: CSS=24.6, Synergy_ZIP=9.42, Synergy_Bliss=12.1, Synergy_Loewe=8.89, Synergy_HSA=7.73.